This data is from Catalyst prediction with 721,799 reactions and 888 catalyst types from USPTO. The task is: Predict which catalyst facilitates the given reaction. (1) Reactant: F[C:2]1[C:7]([C:8]2[N:13]=[C:12]([CH3:14])[N:11]=[C:10]([N:15]([CH2:25][C:26]3[CH:31]=[CH:30][C:29]([O:32][CH3:33])=[CH:28][CH:27]=3)[CH2:16][C:17]3[CH:22]=[CH:21][C:20]([O:23][CH3:24])=[CH:19][CH:18]=3)[N:9]=2)=[CH:6][C:5]([C@H:34]([N:36]2[CH2:41][CH2:40][N:39]([S:42]([CH3:45])(=[O:44])=[O:43])[CH2:38][CH2:37]2)[CH3:35])=[CH:4][N:3]=1.[NH2:46][C:47]1[CH:48]=[CH:49][C:50]([O:53][CH3:54])=[N:51][CH:52]=1.C[Si]([N-][Si](C)(C)C)(C)C.[Li+].O1CCCC1.C(C1C=CC=CC=1)C.[Cl-].[NH4+]. Product: [CH3:24][O:23][C:20]1[CH:19]=[CH:18][C:17]([CH2:16][N:15]([CH2:25][C:26]2[CH:27]=[CH:28][C:29]([O:32][CH3:33])=[CH:30][CH:31]=2)[C:10]2[N:9]=[C:8]([C:7]3[C:2]([NH:46][C:47]4[CH:52]=[N:51][C:50]([O:53][CH3:54])=[CH:49][CH:48]=4)=[N:3][CH:4]=[C:5]([C@H:34]([N:36]4[CH2:41][CH2:40][N:39]([S:42]([CH3:45])(=[O:43])=[O:44])[CH2:38][CH2:37]4)[CH3:35])[CH:6]=3)[N:13]=[C:12]([CH3:14])[N:11]=2)=[CH:22][CH:21]=1. The catalyst class is: 387. (2) Reactant: [Br:1][C:2]1[CH:3]=[CH:4][C:5](=[O:8])[NH:6][CH:7]=1.CI.[C:11](=O)([O-])[O-].[K+].[K+]. Product: [Br:1][C:2]1[CH:3]=[CH:4][C:5](=[O:8])[N:6]([CH3:11])[CH:7]=1. The catalyst class is: 10. (3) Reactant: [F:1][C:2]([F:15])([F:14])[C:3]([NH:5][CH2:6][CH2:7][CH2:8]OS(C)(=O)=O)=[O:4].Cl.[Cl:17][C:18]1[CH:23]=[CH:22][C:21]([C:24]2[CH2:25][CH2:26][NH:27][CH2:28][CH:29]=2)=[CH:20][CH:19]=1.C(N(CC)CC)C. Product: [Cl:17][C:18]1[CH:23]=[CH:22][C:21]([C:24]2[CH2:29][CH2:28][N:27]([CH2:8][CH2:7][CH2:6][NH:5][C:3](=[O:4])[C:2]([F:15])([F:14])[F:1])[CH2:26][CH:25]=2)=[CH:20][CH:19]=1. The catalyst class is: 8. (4) Reactant: [CH2:1]([NH:5][CH2:6][C:7]1[NH:8][C:9]2[CH:15]=[CH:14][CH:13]=[CH:12][C:10]=2[N:11]=1)[CH2:2][CH2:3][CH3:4].C([O-])(O)=O.[Na+].[F:21][C:22]1[C:30]([F:31])=[CH:29][CH:28]=[CH:27][C:23]=1[C:24](Cl)=[O:25]. Product: [CH2:1]([N:5]([CH2:6][C:7]1[NH:8][C:9]2[CH:15]=[CH:14][CH:13]=[CH:12][C:10]=2[N:11]=1)[C:24](=[O:25])[C:23]1[CH:27]=[CH:28][CH:29]=[C:30]([F:31])[C:22]=1[F:21])[CH2:2][CH2:3][CH3:4]. The catalyst class is: 133. (5) Reactant: FC1C=C(C=CC=1F)/C=[CH:6]/[C:7]1[N:8]([C:18]2[CH:23]=[CH:22][C:21]([C:24]#[CH:25])=[CH:20][CH:19]=2)[C:9](=[O:17])[C:10]2[CH:16]=[CH:15][CH:14]=[N:13][C:11]=2[N:12]=1.[C:30]([O-])(O)=O.[Na+]. Product: [CH3:6][C:7]1([CH3:30])[NH:12][C:11]2[N:13]=[CH:14][CH:15]=[CH:16][C:10]=2[C:9](=[O:17])[N:8]1[C:18]1[CH:19]=[CH:20][C:21]([C:24]#[CH:25])=[CH:22][CH:23]=1. The catalyst class is: 15.